From a dataset of Reaction yield outcomes from USPTO patents with 853,638 reactions. Predict the reaction yield, written as a fraction of the theoretical maximum amount of product (1.0 means a 100% yield; for example, 0.34 means a 34% yield). (1) The reactants are [NH:1]1[C:9]2[CH:8]=[CH:7][N:6]=[CH:5][C:4]=2[N:3]=[N:2]1.I[C:11]1[CH:16]=[CH:15][CH:14]=[CH:13][CH:12]=1.C([O-])([O-])=O.[Cs+].[Cs+].COC1C2C(=C3C(=CC=2)C(OC)=CC=N3)N=CC=1. The catalyst is C(#N)CCC.C(Cl)(Cl)Cl.[Cu-]=O. The product is [C:11]1([N:1]2[C:9]3[CH:8]=[CH:7][N:6]=[CH:5][C:4]=3[N:3]=[N:2]2)[CH:16]=[CH:15][CH:14]=[CH:13][CH:12]=1. The yield is 0.160. (2) The yield is 1.00. The product is [ClH:44].[ClH:44].[CH:1]1([C:4]2[N:9]=[C:8]([CH2:10][N:11]3[C:19]4[C:14](=[C:15]([NH:20][C:21]([C:23]5[N:27]6[CH:28]=[CH:29][C:30]([O:32][CH2:33][CH2:34][N:35]7[CH2:40][CH2:39][N:38]([CH3:41])[C@@H:37]([CH3:42])[CH2:36]7)=[CH:31][C:26]6=[N:25][CH:24]=5)=[O:22])[CH:16]=[CH:17][CH:18]=4)[C:13]([CH3:43])=[N:12]3)[CH:7]=[CH:6][CH:5]=2)[CH2:3][CH2:2]1. The catalyst is C(Cl)Cl.CO. The reactants are [CH:1]1([C:4]2[N:9]=[C:8]([CH2:10][N:11]3[C:19]4[C:14](=[C:15]([NH:20][C:21]([C:23]5[N:27]6[CH:28]=[CH:29][C:30]([O:32][CH2:33][CH2:34][N:35]7[CH2:40][CH2:39][N:38]([CH3:41])[C@@H:37]([CH3:42])[CH2:36]7)=[CH:31][C:26]6=[N:25][CH:24]=5)=[O:22])[CH:16]=[CH:17][CH:18]=4)[C:13]([CH3:43])=[N:12]3)[CH:7]=[CH:6][CH:5]=2)[CH2:3][CH2:2]1.[ClH:44].O1CCOCC1. (3) The reactants are [C:1]([O:5][C:6]([NH:8][C@H:9]([CH2:21][C:22]1[CH:27]=[C:26]([F:28])[C:25]([F:29])=[CH:24][C:23]=1[F:30])[CH2:10][C:11]([N:13]1[CH2:17][CH2:16][S:15][C@H:14]1[C:18]([OH:20])=O)=[O:12])=[O:7])([CH3:4])([CH3:3])[CH3:2].[NH2:31][CH2:32][C:33]1[CH:48]=[CH:47][C:36]([O:37][C@@H:38]([CH:44]([CH3:46])[CH3:45])[C:39]([O:41][CH2:42][CH3:43])=[O:40])=[CH:35][CH:34]=1.Cl.C(Cl)CCl. The catalyst is C(Cl)Cl. The product is [C:1]([O:5][C:6]([NH:8][C@H:9]([CH2:21][C:22]1[CH:27]=[C:26]([F:28])[C:25]([F:29])=[CH:24][C:23]=1[F:30])[CH2:10][C:11]([N:13]1[CH2:17][CH2:16][S:15][C@H:14]1[C:18]([NH:31][CH2:32][C:33]1[CH:48]=[CH:47][C:36]([O:37][C@@H:38]([CH:44]([CH3:45])[CH3:46])[C:39]([O:41][CH2:42][CH3:43])=[O:40])=[CH:35][CH:34]=1)=[O:20])=[O:12])=[O:7])([CH3:3])([CH3:4])[CH3:2]. The yield is 0.680.